The task is: Predict the reactants needed to synthesize the given product.. This data is from Full USPTO retrosynthesis dataset with 1.9M reactions from patents (1976-2016). (1) Given the product [CH2:31]([O:30][C:29]([NH:2][C@@H:3]1[CH2:12][CH2:11][C:6]2([O:10][CH2:9][CH2:8][O:7]2)[CH2:5][C@@H:4]1[C:13]([O:15][CH2:16][CH3:17])=[O:14])=[O:38])[C:32]1[CH:37]=[CH:36][CH:35]=[CH:34][CH:33]=1, predict the reactants needed to synthesize it. The reactants are: Br.[NH2:2][C@@H:3]1[CH2:12][CH2:11][C:6]2([O:10][CH2:9][CH2:8][O:7]2)[CH2:5][C@@H:4]1[C:13]([O:15][CH2:16][CH3:17])=[O:14].O1CCCC1.C(=O)([O-])[O-].[Na+].[Na+].[C:29](Cl)(=[O:38])[O:30][CH2:31][C:32]1[CH:37]=[CH:36][CH:35]=[CH:34][CH:33]=1. (2) Given the product [Br:1][C:2]1[CH:3]=[CH:4][C:5]([CH2:6][CH2:7][N:8]2[C:12]([C:13]3[CH:14]=[CH:15][C:16]([O:19][CH3:20])=[CH:17][CH:18]=3)=[CH:11][C:10]([C:21]([NH:37][CH2:27][CH2:28][CH2:29][CH2:30][CH2:31][CH2:32][CH2:33][CH2:34][CH2:35][CH3:36])=[O:23])=[C:9]2[CH3:24])=[CH:25][CH:26]=1, predict the reactants needed to synthesize it. The reactants are: [Br:1][C:2]1[CH:26]=[CH:25][C:5]([CH2:6][CH2:7][N:8]2[C:12]([C:13]3[CH:18]=[CH:17][C:16]([O:19][CH3:20])=[CH:15][CH:14]=3)=[CH:11][C:10]([C:21]([OH:23])=O)=[C:9]2[CH3:24])=[CH:4][CH:3]=1.[CH2:27]([NH2:37])[CH2:28][CH2:29][CH2:30][CH2:31][CH2:32][CH2:33][CH2:34][CH2:35][CH3:36].P(C#N)(OCC)(OCC)=O.C(N(CC)CC)C. (3) Given the product [CH2:27]([O:29][C:30]([C:32]1([C:35]2[CH:36]=[CH:37][C:38]([C:2]3[CH:3]=[CH:4][C:5]([C:8]4[O:12][N:11]=[C:10]([CH3:13])[C:9]=4[CH2:14][N:15]4[CH2:20][CH2:19][CH2:18][CH:17]([C:21]5[CH:26]=[CH:25][CH:24]=[CH:23][CH:22]=5)[CH2:16]4)=[CH:6][CH:7]=3)=[CH:39][CH:40]=2)[CH2:33][CH2:34]1)=[O:31])[CH3:28], predict the reactants needed to synthesize it. The reactants are: Br[C:2]1[CH:7]=[CH:6][C:5]([C:8]2[O:12][N:11]=[C:10]([CH3:13])[C:9]=2[CH2:14][N:15]2[CH2:20][CH2:19][CH2:18][CH:17]([C:21]3[CH:26]=[CH:25][CH:24]=[CH:23][CH:22]=3)[CH2:16]2)=[CH:4][CH:3]=1.[CH2:27]([O:29][C:30]([C:32]1([C:35]2[CH:40]=[CH:39][C:38](B3OC(C)(C)C(C)(C)O3)=[CH:37][CH:36]=2)[CH2:34][CH2:33]1)=[O:31])[CH3:28].